This data is from Full USPTO retrosynthesis dataset with 1.9M reactions from patents (1976-2016). The task is: Predict the reactants needed to synthesize the given product. (1) Given the product [Cl:33][C:20]1[C:19]2[C:23](=[CH:24][CH:25]=[C:17]([C:14]3[N:13]=[C:12]([C:4]4[CH:5]=[CH:6][C:7]([O:8][CH:9]([CH3:11])[CH3:10])=[C:2]([Cl:1])[CH:3]=4)[O:16][N:15]=3)[CH:18]=2)[NH:22][CH:21]=1, predict the reactants needed to synthesize it. The reactants are: [Cl:1][C:2]1[CH:3]=[C:4]([C:12]2[O:16][N:15]=[C:14]([C:17]3[CH:18]=[C:19]4[C:23](=[CH:24][CH:25]=3)[NH:22][CH:21]=[CH:20]4)[N:13]=2)[CH:5]=[CH:6][C:7]=1[O:8][CH:9]([CH3:11])[CH3:10].C1C(=O)N([Cl:33])C(=O)C1. (2) Given the product [NH2:1][C:2]1[C:7]([F:8])=[C:6]([Cl:9])[N:5]=[C:4]([C:10]([O:12][CH3:13])=[O:11])[CH:3]=1, predict the reactants needed to synthesize it. The reactants are: [NH2:1][C:2]1[C:7]([F:8])=[C:6]([Cl:9])[N:5]=[C:4]([C:10]([O:12][CH:13](C)C)=[O:11])[CH:3]=1. (3) The reactants are: C1(P(C2C=CC=CC=2)C2C=CC=CC=2)C=CC=CC=1.II.C(N(CC)CC)C.[C:29]([O:33][C:34](=[O:46])[NH:35][CH2:36][CH2:37][C:38](=[O:45])[NH:39][NH:40][C:41](=O)[CH2:42][CH3:43])([CH3:32])([CH3:31])[CH3:30]. Given the product [C:29]([O:33][C:34](=[O:46])[NH:35][CH2:36][CH2:37][C:38]1[O:45][C:41]([CH2:42][CH3:43])=[N:40][N:39]=1)([CH3:32])([CH3:31])[CH3:30], predict the reactants needed to synthesize it. (4) Given the product [N:34]1[CH:39]=[CH:38][CH:37]=[N:36][C:35]=1[CH2:40][O:41][C:43]1[CH:53]=[N:52][CH:51]=[CH:50][C:44]=1[C:45]([O:47][CH2:48][CH3:49])=[O:46], predict the reactants needed to synthesize it. The reactants are: C1(P(C2C=CC=CC=2)C2C=CC=CC=2)C=CC=CC=1.CC(OC(/N=N/C(OC(C)C)=O)=O)C.[N:34]1[CH:39]=[CH:38][CH:37]=[N:36][C:35]=1[CH2:40][OH:41].O[C:43]1[CH:53]=[N:52][CH:51]=[CH:50][C:44]=1[C:45]([O:47][CH2:48][CH3:49])=[O:46]. (5) Given the product [CH:33]1([C:39]([N:4]([CH2:5][CH:6]2[CH2:7][CH2:8][N:9]([C:12]([O:14][C:15]([CH3:16])([CH3:17])[CH3:18])=[O:13])[CH2:10][CH2:11]2)[CH2:3]/[C:2](/[CH3:1])=[CH:19]/[C:20]2[CH:25]=[CH:24][CH:23]=[CH:22][CH:21]=2)=[O:40])[CH2:38][CH2:37][CH2:36][CH2:35][CH2:34]1, predict the reactants needed to synthesize it. The reactants are: [CH3:1]/[C:2](=[CH:19]\[C:20]1[CH:25]=[CH:24][CH:23]=[CH:22][CH:21]=1)/[CH2:3][NH:4][CH2:5][CH:6]1[CH2:11][CH2:10][N:9]([C:12]([O:14][C:15]([CH3:18])([CH3:17])[CH3:16])=[O:13])[CH2:8][CH2:7]1.C(N(CC)CC)C.[CH:33]1([C:39](Cl)=[O:40])[CH2:38][CH2:37][CH2:36][CH2:35][CH2:34]1.O. (6) Given the product [NH2:7][C:8]1[CH:13]=[CH:12][CH:11]=[CH:10][C:9]=1[NH:14][C:15](=[O:38])[C:16]1[CH:21]=[CH:20][C:19]([CH:22]2[O:37][C:40](=[O:41])[N:24]([C:25]3[CH:26]=[C:27]([O:35][CH3:36])[C:28]([O:33][CH3:34])=[C:29]([O:31][CH3:32])[CH:30]=3)[CH2:23]2)=[CH:18][CH:17]=1, predict the reactants needed to synthesize it. The reactants are: C(OC(=O)[NH:7][C:8]1[CH:13]=[CH:12][CH:11]=[CH:10][C:9]=1[NH:14][C:15](=[O:38])[C:16]1[CH:21]=[CH:20][C:19]([CH:22]([OH:37])[CH2:23][NH:24][C:25]2[CH:30]=[C:29]([O:31][CH3:32])[C:28]([O:33][CH3:34])=[C:27]([O:35][CH3:36])[CH:26]=2)=[CH:18][CH:17]=1)(C)(C)C.[C:40](N1C=CN=C1)(N1C=CN=C1)=[O:41]. (7) Given the product [CH3:1][S:2]([O:6][C@@H:7]1[CH2:12][CH2:11][CH2:10][N:9]([C:13]([O:15][C:16]([CH3:19])([CH3:18])[CH3:17])=[O:14])[CH2:8]1)(=[O:4])=[O:3], predict the reactants needed to synthesize it. The reactants are: [CH3:1][S:2](Cl)(=[O:4])=[O:3].[OH:6][C@@H:7]1[CH2:12][CH2:11][CH2:10][N:9]([C:13]([O:15][C:16]([CH3:19])([CH3:18])[CH3:17])=[O:14])[CH2:8]1.C(N(CC)CC)C.